Dataset: hERG potassium channel inhibition data for cardiac toxicity prediction from Karim et al.. Task: Regression/Classification. Given a drug SMILES string, predict its toxicity properties. Task type varies by dataset: regression for continuous values (e.g., LD50, hERG inhibition percentage) or binary classification for toxic/non-toxic outcomes (e.g., AMES mutagenicity, cardiotoxicity, hepatotoxicity). Dataset: herg_karim. (1) The drug is Clc1cc(COCC2(c3ccccc3)CCNCC2)cc(Cl)n1. The result is 0 (non-blocker). (2) The molecule is Fc1cccc(-c2nc3cnn(Cc4ccc(-c5ccc(C(F)(F)F)cc5C(F)(F)F)nc4)cc-3n2)c1F. The result is 1 (blocker).